From a dataset of Full USPTO retrosynthesis dataset with 1.9M reactions from patents (1976-2016). Predict the reactants needed to synthesize the given product. (1) The reactants are: [N:1]1[CH:6]=[CH:5][CH:4]=[C:3]([O:7][C:8]2[N:13]=[CH:12][C:11]([CH:14]=O)=[CH:10][CH:9]=2)[CH:2]=1.[N+:16]([CH3:19])([O-:18])=[O:17].C([O-])(=O)C.[NH4+].[BH4-].[Na+]. Given the product [N+:16]([CH2:19][CH2:14][C:11]1[CH:10]=[CH:9][C:8]([O:7][C:3]2[CH:2]=[N:1][CH:6]=[CH:5][CH:4]=2)=[N:13][CH:12]=1)([O-:18])=[O:17], predict the reactants needed to synthesize it. (2) Given the product [NH2:29][C@H:25]1[C@@H:26]([CH3:28])[CH2:27][N:22]([C:21]2[CH:20]=[CH:19][N:18]=[CH:17][C:16]=2[NH:15][C:54](=[O:55])[C:52]2[CH:51]=[CH:50][C:49]([F:57])=[C:48]([C:42]3[C:41]([F:40])=[CH:46][CH:45]=[CH:44][C:43]=3[F:47])[N:53]=2)[CH2:23][C@H:24]1[NH:32][C:33](=[O:39])[O:34][C:35]([CH3:38])([CH3:37])[CH3:36], predict the reactants needed to synthesize it. The reactants are: C(Cl)CCl.C1C=NC2N(O)N=NC=2C=1.[NH2:15][C:16]1[CH:17]=[N:18][CH:19]=[CH:20][C:21]=1[N:22]1[CH2:27][C@H:26]([CH3:28])[C@H:25]([N:29]=[N+]=[N-])[C@H:24]([NH:32][C:33](=[O:39])[O:34][C:35]([CH3:38])([CH3:37])[CH3:36])[CH2:23]1.[F:40][C:41]1[CH:46]=[CH:45][CH:44]=[C:43]([F:47])[C:42]=1[C:48]1[N:53]=[C:52]([C:54](O)=[O:55])[CH:51]=[CH:50][C:49]=1[F:57].[N-]=[N+]=[N-]. (3) Given the product [C:8]([C:10]1[CH:11]=[CH:12][C:13]([CH2:16][NH:17][C:18](=[O:32])[C@H:19]([C:22]2[C:27]([F:28])=[CH:26][C:25]([O:29][CH3:30])=[CH:24][C:23]=2[F:31])[O:20][CH3:21])=[CH:14][CH:15]=1)(=[NH:7])[NH2:9], predict the reactants needed to synthesize it. The reactants are: C(OC(=O)[NH:7][C:8]([C:10]1[CH:15]=[CH:14][C:13]([CH2:16][NH:17][C:18](=[O:32])[C@H:19]([C:22]2[C:27]([F:28])=[CH:26][C:25]([O:29][CH3:30])=[CH:24][C:23]=2[F:31])[O:20][CH3:21])=[CH:12][CH:11]=1)=[NH:9])(C)(C)C.C(O)=O. (4) Given the product [NH2:18][C:16]1[NH:15][N:14]=[C:13]([NH:12][C:5]2[CH:6]=[C:7]([C:8]([F:11])([F:10])[F:9])[C:2]([C:24]3[CH:25]=[CH:26][C:21]([F:20])=[C:22]([C:30]([NH:31][CH3:32])=[O:33])[CH:23]=3)=[C:3]([Cl:19])[CH:4]=2)[N:17]=1, predict the reactants needed to synthesize it. The reactants are: Br[C:2]1[C:7]([C:8]([F:11])([F:10])[F:9])=[CH:6][C:5]([NH:12][C:13]2[N:17]=[C:16]([NH2:18])[NH:15][N:14]=2)=[CH:4][C:3]=1[Cl:19].[F:20][C:21]1[CH:26]=[CH:25][C:24](B(O)O)=[CH:23][C:22]=1[C:30](=[O:33])[NH:31][CH3:32].C(=O)([O-])[O-].[Na+].[Na+].O.